The task is: Predict the reaction yield, written as a fraction of the theoretical maximum amount of product (1.0 means a 100% yield; for example, 0.34 means a 34% yield).. This data is from Reaction yield outcomes from USPTO patents with 853,638 reactions. (1) The reactants are [CH:1]([O:4][C:5]1([C:8]2[CH:13]=[CH:12][C:11]([C:14]#[C:15][C:16]3[CH:26]=[CH:25][C:19]([C:20]([O:22]CC)=[O:21])=[CH:18][CH:17]=3)=[CH:10][CH:9]=2)[CH2:7][CH2:6]1)([CH3:3])[CH3:2].[OH-].[Na+]. The catalyst is C(O)C.O1CCCC1. The product is [CH:1]([O:4][C:5]1([C:8]2[CH:13]=[CH:12][C:11]([C:14]#[C:15][C:16]3[CH:17]=[CH:18][C:19]([C:20]([OH:22])=[O:21])=[CH:25][CH:26]=3)=[CH:10][CH:9]=2)[CH2:6][CH2:7]1)([CH3:3])[CH3:2]. The yield is 0.880. (2) The reactants are [C:1]([C:3]1[C:4]([C:17]2[CH:22]=[CH:21][C:20]([Cl:23])=[CH:19][C:18]=2[Cl:24])=[C:5]([C:14](O)=[O:15])[S:6][C:7]=1[N:8]1[CH2:13][CH2:12][O:11][CH2:10][CH2:9]1)#[N:2].C1C=CC2N(O)N=[N:31]C=2C=1.CCN=C=NCCCN(C)C.N. The catalyst is C(Cl)Cl. The product is [C:1]([C:3]1[C:4]([C:17]2[CH:22]=[CH:21][C:20]([Cl:23])=[CH:19][C:18]=2[Cl:24])=[C:5]([C:14]([NH2:31])=[O:15])[S:6][C:7]=1[N:8]1[CH2:13][CH2:12][O:11][CH2:10][CH2:9]1)#[N:2]. The yield is 0.490. (3) The reactants are C1(OC(=O)[N:9]([C:19]2[CH:24]=[C:23]([O:25][C:26]3[CH:31]=[CH:30][C:29]([NH:32][C:33]([C:35]4([C:38](=[O:47])[NH:39][C:40]5[CH:45]=[CH:44][C:43]([F:46])=[CH:42][CH:41]=5)[CH2:37][CH2:36]4)=[O:34])=[CH:28][C:27]=3[F:48])[CH:22]=[CH:21][N:20]=2)[C:10](OC2C=CC=CC=2)=[O:11])C=CC=CC=1.Cl.Cl.Cl.[CH3:53][N:54]([CH3:65])[CH:55]1[CH2:58][N:57]([CH:59]2[CH2:64][CH2:63][NH:62][CH2:61][CH2:60]2)[CH2:56]1.C(N(CC)CC)C. The catalyst is CN(C)C=O. The product is [CH3:53][N:54]([CH3:65])[CH:55]1[CH2:56][N:57]([CH:59]2[CH2:64][CH2:63][N:62]([C:10]([NH:9][C:19]3[CH:24]=[C:23]([O:25][C:26]4[CH:31]=[CH:30][C:29]([NH:32][C:33]([C:35]5([C:38]([NH:39][C:40]6[CH:41]=[CH:42][C:43]([F:46])=[CH:44][CH:45]=6)=[O:47])[CH2:37][CH2:36]5)=[O:34])=[CH:28][C:27]=4[F:48])[CH:22]=[CH:21][N:20]=3)=[O:11])[CH2:61][CH2:60]2)[CH2:58]1. The yield is 0.910. (4) The reactants are Br[C:2]1[CH:3]=[CH:4][C:5]([N:8]([C:13]2[C:32]([CH:33]3[CH2:35][CH2:34]3)=[CH:31][C:16]3[C:17]([C:27]([NH:29][CH3:30])=[O:28])=[C:18]([C:20]4[CH:25]=[CH:24][C:23]([F:26])=[CH:22][CH:21]=4)[O:19][C:15]=3[CH:14]=2)[S:9]([CH3:12])(=[O:11])=[O:10])=[N:6][CH:7]=1.C([O-])(=O)C.[K+].[B:41]1([B:41]2[O:45][C:44]([CH3:47])([CH3:46])[C:43]([CH3:49])([CH3:48])[O:42]2)[O:45][C:44]([CH3:47])([CH3:46])[C:43]([CH3:49])([CH3:48])[O:42]1. The catalyst is O1CCOCC1.C1C=CC(P(C2C=CC=CC=2)[C-]2C=CC=C2)=CC=1.C1C=CC(P(C2C=CC=CC=2)[C-]2C=CC=C2)=CC=1.Cl[Pd]Cl.[Fe+2]. The product is [CH:33]1([C:32]2[C:13]([N:8]([C:5]3[CH:4]=[CH:3][C:2]([B:41]4[O:45][C:44]([CH3:47])([CH3:46])[C:43]([CH3:49])([CH3:48])[O:42]4)=[CH:7][N:6]=3)[S:9]([CH3:12])(=[O:11])=[O:10])=[CH:14][C:15]3[O:19][C:18]([C:20]4[CH:25]=[CH:24][C:23]([F:26])=[CH:22][CH:21]=4)=[C:17]([C:27]([NH:29][CH3:30])=[O:28])[C:16]=3[CH:31]=2)[CH2:35][CH2:34]1. The yield is 0.740. (5) The reactants are [CH2:1]([O:3][CH:4]([O:50][CH2:51][CH3:52])[C@@H:5]([N:7]([CH2:39][C:40]1[CH:41]=[CH:42][CH:43]=[C:44]2[C:49]=1[N:48]=[CH:47][CH:46]=[CH:45]2)[C:8](=[O:38])[C@@H:9]([NH:20]C(=O)OCC1C2C=CC=CC=2C2C1=CC=CC=2)[CH2:10][C:11]1[C:16]([CH3:17])=[CH:15][C:14]([OH:18])=[CH:13][C:12]=1[CH3:19])[CH3:6])[CH3:2].N1CCCCC1. No catalyst specified. The product is [NH2:20][C@@H:9]([CH2:10][C:11]1[C:16]([CH3:17])=[CH:15][C:14]([OH:18])=[CH:13][C:12]=1[CH3:19])[C:8]([N:7]([C@@H:5]([CH3:6])[CH:4]([O:50][CH2:51][CH3:52])[O:3][CH2:1][CH3:2])[CH2:39][C:40]1[CH:41]=[CH:42][CH:43]=[C:44]2[C:49]=1[N:48]=[CH:47][CH:46]=[CH:45]2)=[O:38]. The yield is 1.15. (6) The reactants are [C:1]1([B:7]([OH:9])[OH:8])[CH:6]=[CH:5][CH:4]=[CH:3][CH:2]=1.O[C:11]([C:14](O)([CH3:16])[CH3:15])([CH3:13])[CH3:12]. The catalyst is C1(C)C=CC=CC=1. The product is [C:1]1([B:7]2[O:9][C:14]([CH3:16])([CH3:15])[C:11]([CH3:13])([CH3:12])[O:8]2)[CH:6]=[CH:5][CH:4]=[CH:3][CH:2]=1. The yield is 1.00. (7) The reactants are [Cl:1][C:2](=[CH2:10])[C:3]([CH3:9])([CH3:8])[C:4]([O:6]C)=[O:5].[OH-].[Na+]. The catalyst is O. The product is [Cl:1][C:2](=[CH2:10])[C:3]([CH3:9])([CH3:8])[C:4]([OH:6])=[O:5]. The yield is 0.700.